From a dataset of Full USPTO retrosynthesis dataset with 1.9M reactions from patents (1976-2016). Predict the reactants needed to synthesize the given product. The reactants are: [CH:1]1([CH:4]([C:6]2[CH:11]=[CH:10][CH:9]=[CH:8][C:7]=2[Cl:12])[NH2:5])[CH2:3][CH2:2]1.[I:13][C:14]1[C:22]2[C:17](=[CH:18][CH:19]=[C:20]([C:23](N)=[O:24])[CH:21]=2)[NH:16][N:15]=1.CN(C(ON1N=NC2C=CC=CC1=2)=[N+](C)C)C.[B-](F)(F)(F)F.CCN(C(C)C)C(C)C. Given the product [Cl:12][C:7]1[CH:8]=[CH:9][CH:10]=[CH:11][C:6]=1[CH:4]([CH:1]1[CH2:2][CH2:3]1)[NH:5][C:23]([C:20]1[CH:21]=[C:22]2[C:17](=[CH:18][CH:19]=1)[NH:16][N:15]=[C:14]2[I:13])=[O:24], predict the reactants needed to synthesize it.